From a dataset of Reaction yield outcomes from USPTO patents with 853,638 reactions. Predict the reaction yield, written as a fraction of the theoretical maximum amount of product (1.0 means a 100% yield; for example, 0.34 means a 34% yield). The reactants are Br[C:2]1[C:6]2[CH:7]=[C:8]([CH:11]=[O:12])[CH:9]=[CH:10][C:5]=2[O:4][CH:3]=1.C1C=CC(P(C2C=CC=CC=2)C2C=CC=CC=2)=CC=1.CCN(CC)CC.[CH2:39]([O:41][C:42](=[O:45])[CH:43]=[CH2:44])[CH3:40]. The catalyst is C(#N)C. The product is [CH2:39]([O:41][C:42](=[O:45])[CH:43]=[CH:44][C:2]1[C:6]2[CH:7]=[C:8]([CH:11]=[O:12])[CH:9]=[CH:10][C:5]=2[O:4][CH:3]=1)[CH3:40]. The yield is 0.420.